Predict which catalyst facilitates the given reaction. From a dataset of Catalyst prediction with 721,799 reactions and 888 catalyst types from USPTO. (1) Reactant: Br[C:2]1[N:6]2[C:7](=[O:20])[CH:8]=[C:9]([CH2:11][N:12]3[C:16]([CH:17]4[CH2:19][CH2:18]4)=[CH:15][N:14]=[N:13]3)[N:10]=[C:5]2[S:4][C:3]=1[CH3:21].F[CH:23]1[C:25](F)(B)[C:24]1(F)[CH2:28][OH:29].[K].C([O-])([O-])=O.[K+].[K+]. Product: [CH:17]1([C:16]2[N:12]([CH2:11][C:9]3[N:10]=[C:5]4[S:4][C:3]([CH3:21])=[C:2]([CH:23]5[CH2:25][CH:24]5[CH2:28][OH:29])[N:6]4[C:7](=[O:20])[CH:8]=3)[N:13]=[N:14][CH:15]=2)[CH2:19][CH2:18]1. The catalyst class is: 38. (2) Reactant: [Si]([O:8][C@H:9]([C:23]1[CH:32]=[CH:31][C:30]([OH:33])=[C:29]2[C:24]=1[CH:25]=[CH:26][C:27](=[O:34])[NH:28]2)[CH2:10][NH:11][CH:12]1[CH2:17][CH2:16][N:15]([CH2:18][CH2:19][C:20]([OH:22])=O)[CH2:14][CH2:13]1)(C(C)(C)C)(C)C.CN(C(ON1N=NC2C=CC=NC1=2)=[N+](C)C)C.F[P-](F)(F)(F)(F)F.C(N(CC)CC)C.[Cl:66][C:67]1[C:72]([Cl:73])=[CH:71][CH:70]=[CH:69][C:68]=1[CH2:74][NH2:75]. Product: [Cl:66][C:67]1[C:72]([Cl:73])=[CH:71][CH:70]=[CH:69][C:68]=1[CH2:74][NH:75][C:20](=[O:22])[CH2:19][CH2:18][N:15]1[CH2:16][CH2:17][CH:12]([NH:11][CH2:10][C@H:9]([OH:8])[C:23]2[CH:32]=[CH:31][C:30]([OH:33])=[C:29]3[C:24]=2[CH:25]=[CH:26][C:27](=[O:34])[NH:28]3)[CH2:13][CH2:14]1. The catalyst class is: 3. (3) Reactant: [F:1][C:2]1[CH:7]=[CH:6][CH:5]=[CH:4][C:3]=1[CH:8]=[CH:9][C:10]([NH:12][C@H:13]([C:18]([O:20]C)=[O:19])[CH2:14][CH:15]([CH3:17])[CH3:16])=[O:11].[OH-].[Na+]. Product: [F:1][C:2]1[CH:7]=[CH:6][CH:5]=[CH:4][C:3]=1[CH:8]=[CH:9][C:10]([NH:12][C@H:13]([C:18]([OH:20])=[O:19])[CH2:14][CH:15]([CH3:16])[CH3:17])=[O:11]. The catalyst class is: 5. (4) Reactant: [NH2:1][C:2]1[S:6][C:5]([CH2:7][CH2:8][C@@H:9]([F:21])[CH2:10][N:11]2[CH:15]=[C:14]([C:16]([O:18][CH2:19][CH3:20])=[O:17])[N:13]=[N:12]2)=[N:4][N:3]=1.Cl.[N:23]1[CH:28]=[CH:27][CH:26]=[CH:25][C:24]=1[CH2:29][C:30](O)=[O:31].C(N(CC)CC)C.C(P1(=O)OP(CCC)(=O)OP(CCC)(=O)O1)CC. Product: [F:21][C@H:9]([CH2:8][CH2:7][C:5]1[S:6][C:2]([NH:1][C:30](=[O:31])[CH2:29][C:24]2[CH:25]=[CH:26][CH:27]=[CH:28][N:23]=2)=[N:3][N:4]=1)[CH2:10][N:11]1[CH:15]=[C:14]([C:16]([O:18][CH2:19][CH3:20])=[O:17])[N:13]=[N:12]1. The catalyst class is: 3.